The task is: Predict the reactants needed to synthesize the given product.. This data is from Full USPTO retrosynthesis dataset with 1.9M reactions from patents (1976-2016). (1) Given the product [CH2:1]([O:8][C@@H:9]1[C@@H:14]([O:15][CH2:16][C:17]2[CH:22]=[CH:21][CH:20]=[CH:19][CH:18]=2)[C@@H:13]([O:23][CH2:24][C:25]2[CH:26]=[CH:27][CH:28]=[CH:29][CH:30]=2)[C@@H:12]([CH2:31][O:32][CH2:33][C:34]2[CH:39]=[CH:38][CH:37]=[CH:36][CH:35]=2)[O:11][C@:10]21[C:47]1[CH:46]=[C:45]3[C:48]([C:55]4[CH:56]=[CH:57][C:58]([CH2:61][CH3:62])=[CH:59][CH:60]=4)=[CH:49][S:50][C:44]3=[CH:43][C:42]=1[CH2:41][O:40]2)[C:2]1[CH:7]=[CH:6][CH:5]=[CH:4][CH:3]=1, predict the reactants needed to synthesize it. The reactants are: [CH2:1]([O:8][C@@H:9]1[C@@H:14]([O:15][CH2:16][C:17]2[CH:22]=[CH:21][CH:20]=[CH:19][CH:18]=2)[C@@H:13]([O:23][CH2:24][C:25]2[CH:30]=[CH:29][CH:28]=[CH:27][CH:26]=2)[C@@H:12]([CH2:31][O:32][CH2:33][C:34]2[CH:39]=[CH:38][CH:37]=[CH:36][CH:35]=2)[O:11][C@:10]21[C:47]1[CH:46]=[C:45]3[C:48]([C:55]4[CH:60]=[CH:59][C:58]([CH2:61][CH3:62])=[CH:57][CH:56]=4)=[C:49]([Si](C)(C)C)[S:50][C:44]3=[CH:43][C:42]=1[CH2:41][O:40]2)[C:2]1[CH:7]=[CH:6][CH:5]=[CH:4][CH:3]=1.[F-].C([N+](CCCC)(CCCC)CCCC)CCC.O1CCCC1.[Cl-].[NH4+]. (2) Given the product [N:11]([CH2:7][CH:5]([OH:6])[CH:4]([O:8][CH2:9][CH3:10])[O:3][CH2:1][CH3:2])=[N+:12]=[N-:13], predict the reactants needed to synthesize it. The reactants are: [CH2:1]([O:3][CH:4]([O:8][CH2:9][CH3:10])[CH:5]1[CH2:7][O:6]1)[CH3:2].[N-:11]=[N+:12]=[N-:13].[Na+]. (3) Given the product [O:14]([CH2:21][CH2:22][C@@H:23]1[CH2:28][CH2:27][C@H:26]([CH2:29][NH:30][C:10]([C:6]2[CH:5]=[C:4]3[C:9](=[CH:8][CH:7]=2)[NH:1][N:2]=[CH:3]3)=[O:12])[CH2:25][CH2:24]1)[C:15]1[CH:20]=[CH:19][CH:18]=[CH:17][CH:16]=1, predict the reactants needed to synthesize it. The reactants are: [NH:1]1[C:9]2[C:4](=[CH:5][C:6]([C:10]([OH:12])=O)=[CH:7][CH:8]=2)[CH:3]=[N:2]1.Cl.[O:14]([CH2:21][CH2:22][C@@H:23]1[CH2:28][CH2:27][C@H:26]([CH2:29][NH2:30])[CH2:25][CH2:24]1)[C:15]1[CH:20]=[CH:19][CH:18]=[CH:17][CH:16]=1. (4) Given the product [CH3:9][S:10][C:11]1[N:16]=[C:15]([C:17](=[N:7][OH:8])[NH2:18])[CH:14]=[C:13]([C:19]([F:22])([F:20])[F:21])[N:12]=1, predict the reactants needed to synthesize it. The reactants are: C(=O)([O-])O.[Na+].Cl.[NH2:7][OH:8].[CH3:9][S:10][C:11]1[N:16]=[C:15]([C:17]#[N:18])[CH:14]=[C:13]([C:19]([F:22])([F:21])[F:20])[N:12]=1. (5) Given the product [CH3:17][N:18]([CH3:20])[CH:19]=[C:4]([C:5]1[CH:10]=[CH:9][N:8]=[C:7]([S:11][CH3:12])[N:6]=1)[C:3](=[O:13])[CH:2]([CH3:14])[CH3:1], predict the reactants needed to synthesize it. The reactants are: [CH3:1][CH:2]([CH3:14])[C:3](=[O:13])[CH2:4][C:5]1[CH:10]=[CH:9][N:8]=[C:7]([S:11][CH3:12])[N:6]=1.CO[CH:17](OC)[N:18]([CH3:20])[CH3:19].